Dataset: Full USPTO retrosynthesis dataset with 1.9M reactions from patents (1976-2016). Task: Predict the reactants needed to synthesize the given product. (1) Given the product [Si:38]([O:26][CH2:25][C:24]([CH3:27])([CH3:28])[CH2:23][N:17]1[CH:16]=[C:15]([CH:29]=[O:30])[C:14]2[C:19](=[CH:20][CH:21]=[C:12]([C:10]3[CH:11]=[C:6]([CH:7]=[C:8]([F:32])[C:9]=3[CH3:31])[C:5]([NH:4][CH:1]3[CH2:3][CH2:2]3)=[O:33])[CH:13]=2)[C:18]1=[O:22])([C:34]([CH3:37])([CH3:36])[CH3:35])([CH3:41])[CH3:40], predict the reactants needed to synthesize it. The reactants are: [CH:1]1([NH:4][C:5](=[O:33])[C:6]2[CH:11]=[C:10]([C:12]3[CH:13]=[C:14]4[C:19](=[CH:20][CH:21]=3)[C:18](=[O:22])[N:17]([CH2:23][C:24]([CH3:28])([CH3:27])[CH2:25][OH:26])[CH:16]=[C:15]4[CH:29]=[O:30])[C:9]([CH3:31])=[C:8]([F:32])[CH:7]=2)[CH2:3][CH2:2]1.[C:34]([Si:38]([CH3:41])([CH3:40])Cl)([CH3:37])([CH3:36])[CH3:35].N1C=CN=C1. (2) Given the product [C:1]([O:5][C:6]([N:8]1[CH2:13][CH2:12][C:11]([CH2:18][S:19]([C:20]2[CH:25]=[CH:24][C:23]([O:26][CH2:27][C:28]#[C:29][CH3:30])=[CH:22][CH:21]=2)=[O:31])([C:14]([NH:16][OH:17])=[O:15])[CH2:10][CH2:9]1)=[O:7])([CH3:4])([CH3:3])[CH3:2], predict the reactants needed to synthesize it. The reactants are: [C:1]([O:5][C:6]([N:8]1[CH2:13][CH2:12][C:11]([CH2:18][S:19][C:20]2[CH:25]=[CH:24][C:23]([O:26][CH2:27][C:28]#[C:29][CH3:30])=[CH:22][CH:21]=2)([C:14]([NH:16][OH:17])=[O:15])[CH2:10][CH2:9]1)=[O:7])([CH3:4])([CH3:3])[CH3:2].[OH:31]O. (3) Given the product [F:1][C:2]1[CH:7]=[C:6]([C:32]2[S:33][C:34]([C:37]([N:39]3[CH2:43][CH2:42][CH2:41][CH2:40]3)=[O:38])=[CH:35][N:36]=2)[CH:5]=[CH:4][C:3]=1[C:17]([N:19]1[CH2:23][CH2:22][CH2:21][C@H:20]1[CH2:24][N:25]1[CH2:29][CH2:28][CH2:27][C@H:26]1[CH3:30])=[O:18], predict the reactants needed to synthesize it. The reactants are: [F:1][C:2]1[CH:7]=[C:6](B2OC(C)(C)C(C)(C)O2)[CH:5]=[CH:4][C:3]=1[C:17]([N:19]1[CH2:23][CH2:22][CH2:21][C@H:20]1[CH2:24][N:25]1[CH2:29][CH2:28][CH2:27][C@H:26]1[CH3:30])=[O:18].Br[C:32]1[S:33][C:34]([C:37]([N:39]2[CH2:43][CH2:42][CH2:41][CH2:40]2)=[O:38])=[CH:35][N:36]=1. (4) Given the product [S:9]1[CH:10]=[CH:11][CH:12]=[C:8]1[C:2]1[CH2:7][CH2:6][NH:5][CH2:4][CH:3]=1.[CH3:14][O:1][C:2]1([C:8]2[S:9][CH:10]=[CH:11][CH:12]=2)[CH2:3][CH2:4][NH:5][CH2:6][CH2:7]1, predict the reactants needed to synthesize it. The reactants are: [OH:1][C:2]1([C:8]2[S:9][CH:10]=[CH:11][CH:12]=2)[CH2:7][CH2:6][NH:5][CH2:4][CH2:3]1.Cl.[CH3:14]O.